The task is: Predict the reaction yield, written as a fraction of the theoretical maximum amount of product (1.0 means a 100% yield; for example, 0.34 means a 34% yield).. This data is from Reaction yield outcomes from USPTO patents with 853,638 reactions. The reactants are [CH3:1][C:2]1[N:3]=[CH:4][S:5][C:6]=1[CH2:7][CH2:8][OH:9].C[Si]([N-][Si](C)(C)C)(C)C.[Li+].[CH:20]1([NH:23][C:24]([C:26]2[S:39][C:29]3=[N:30][C:31](S(C)=O)=[C:32]([Cl:35])[C:33]([CH3:34])=[C:28]3[C:27]=2[NH2:40])=[O:25])[CH2:22][CH2:21]1. The catalyst is C1COCC1. The product is [CH:20]1([NH:23][C:24]([C:26]2[S:39][C:29]3=[N:30][C:31]([O:9][CH2:8][CH2:7][C:6]4[S:5][CH:4]=[N:3][C:2]=4[CH3:1])=[C:32]([Cl:35])[C:33]([CH3:34])=[C:28]3[C:27]=2[NH2:40])=[O:25])[CH2:22][CH2:21]1. The yield is 0.250.